This data is from Full USPTO retrosynthesis dataset with 1.9M reactions from patents (1976-2016). The task is: Predict the reactants needed to synthesize the given product. (1) Given the product [NH2:29][C:19]1[CH:20]=[CH:21][C:22]([C:24]2[S:25][CH:26]=[CH:27][CH:28]=2)=[CH:23][C:18]=1[NH:17][C:16]([C:14]1[CH:13]=[CH:12][C:11]2[N:7]([CH2:6][CH2:5][OH:4])[C:8]([CH3:31])=[N:9][C:10]=2[CH:15]=1)=[O:30], predict the reactants needed to synthesize it. The reactants are: C([O:4][CH2:5][CH2:6][N:7]1[C:11]2[CH:12]=[CH:13][C:14]([C:16](=[O:30])[NH:17][C:18]3[CH:23]=[C:22]([C:24]4[S:25][CH:26]=[CH:27][CH:28]=4)[CH:21]=[CH:20][C:19]=3[NH2:29])=[CH:15][C:10]=2[N:9]=[C:8]1[CH3:31])(=O)C.C(N(CC)CC)C. (2) Given the product [Br:8][C:4]1[CH:3]=[C:2]([N:9]2[CH2:13][CH2:12][CH2:11][CH2:10]2)[CH:7]=[CH:6][CH:5]=1, predict the reactants needed to synthesize it. The reactants are: Br[C:2]1[CH:7]=[CH:6][CH:5]=[C:4]([Br:8])[CH:3]=1.[NH:9]1[CH2:13][CH2:12][CH2:11][CH2:10]1.CC(C)([O-])C.[Na+].C1C=CC(P(C2C(C3C(P(C4C=CC=CC=4)C4C=CC=CC=4)=CC=C4C=3C=CC=C4)=C3C(C=CC=C3)=CC=2)C2C=CC=CC=2)=CC=1. (3) Given the product [Cl:12][C:9]1[CH:10]=[CH:11][C:6]([CH2:5][C:1]#[N:2])=[CH:7][C:8]=1[F:13], predict the reactants needed to synthesize it. The reactants are: [C-:1]#[N:2].[K+].Br[CH2:5][C:6]1[CH:11]=[CH:10][C:9]([Cl:12])=[C:8]([F:13])[CH:7]=1. (4) Given the product [CH2:9]([O:8][C:6]([NH:16][CH:17]([CH:25]=[CH2:1])[CH2:18][C:19]1[CH:24]=[CH:23][CH:22]=[CH:21][CH:20]=1)=[O:7])[C:10]1[CH:15]=[CH:14][CH:13]=[CH:12][CH:11]=1, predict the reactants needed to synthesize it. The reactants are: [CH2:1]([Li])CCC.[C:6]([NH:16][C@H:17]([CH:25]=O)[CH2:18][C:19]1[CH:24]=[CH:23][CH:22]=[CH:21][CH:20]=1)([O:8][CH2:9][C:10]1[CH:15]=[CH:14][CH:13]=[CH:12][CH:11]=1)=[O:7].[NH4+].[Cl-].